From a dataset of Forward reaction prediction with 1.9M reactions from USPTO patents (1976-2016). Predict the product of the given reaction. (1) Given the reactants C([O:6][CH2:7][C@@H:8]1[O:12][C:11](=[O:13])[N:10]([C:14]2[CH:19]=[CH:18][C:17]([N:20]3[CH2:25][CH2:24][O:23][CH2:22][C:21]3=[O:26])=[CH:16][CH:15]=2)[CH2:9]1)(=O)CCC.CO.[OH-].[Na+], predict the reaction product. The product is: [OH:6][CH2:7][C@@H:8]1[O:12][C:11](=[O:13])[N:10]([C:14]2[CH:19]=[CH:18][C:17]([N:20]3[CH2:25][CH2:24][O:23][CH2:22][C:21]3=[O:26])=[CH:16][CH:15]=2)[CH2:9]1. (2) Given the reactants Cl[C:2]([O:4][CH2:5][C:6]1[CH:11]=[CH:10][CH:9]=[CH:8][CH:7]=1)=[O:3].[CH2:12]([N:15]1[CH:19]=[C:18]([CH2:20][C@@H:21]([NH2:25])[C:22]([OH:24])=[O:23])[N:17]=[CH:16]1)[CH:13]=[CH2:14].C(OCC)(=O)C.Cl, predict the reaction product. The product is: [CH2:12]([N:15]1[CH:19]=[C:18]([CH2:20][C@@H:21]([NH:25][C:2]([O:4][CH2:5][C:6]2[CH:11]=[CH:10][CH:9]=[CH:8][CH:7]=2)=[O:3])[C:22]([OH:24])=[O:23])[N:17]=[CH:16]1)[CH:13]=[CH2:14].